This data is from Reaction yield outcomes from USPTO patents with 853,638 reactions. The task is: Predict the reaction yield, written as a fraction of the theoretical maximum amount of product (1.0 means a 100% yield; for example, 0.34 means a 34% yield). The reactants are [CH3:1][C:2]1[N:6]([CH:7]([CH3:9])[CH3:8])[C:5]([C:10]2[CH:15]=[CH:14][N:13]=[C:12]([NH:16][CH:17]3[CH2:22][CH2:21][N:20]([C:23](=[O:38])[CH2:24][CH:25]4[CH2:30][CH2:29][N:28](C(OC(C)(C)C)=O)[CH2:27][CH2:26]4)[CH2:19][CH2:18]3)[N:11]=2)=[CH:4][N:3]=1.C(O)(C(F)(F)F)=O.CO. The catalyst is C(Cl)Cl. The product is [CH3:1][C:2]1[N:6]([CH:7]([CH3:9])[CH3:8])[C:5]([C:10]2[CH:15]=[CH:14][N:13]=[C:12]([NH:16][CH:17]3[CH2:18][CH2:19][N:20]([C:23](=[O:38])[CH2:24][CH:25]4[CH2:26][CH2:27][NH:28][CH2:29][CH2:30]4)[CH2:21][CH2:22]3)[N:11]=2)=[CH:4][N:3]=1. The yield is 0.270.